Dataset: Full USPTO retrosynthesis dataset with 1.9M reactions from patents (1976-2016). Task: Predict the reactants needed to synthesize the given product. (1) The reactants are: [CH2:1]([N:8]([CH2:16][C@@H:17]1[CH2:22][CH2:21][C@H:20]([CH2:23][CH2:24][OH:25])[CH2:19][CH2:18]1)[CH2:9][C:10]1[CH:15]=[CH:14][CH:13]=[CH:12][CH:11]=1)[C:2]1[CH:7]=[CH:6][CH:5]=[CH:4][CH:3]=1.[F:26][C:27]1[CH:32]=[CH:31][CH:30]=[CH:29][C:28]=1O. Given the product [CH2:1]([N:8]([CH2:9][C:10]1[CH:11]=[CH:12][CH:13]=[CH:14][CH:15]=1)[CH2:16][C@H:17]1[CH2:22][CH2:21][C@@H:20]([CH2:23][CH2:24][O:25][C:28]2[CH:29]=[CH:30][CH:31]=[CH:32][C:27]=2[F:26])[CH2:19][CH2:18]1)[C:2]1[CH:3]=[CH:4][CH:5]=[CH:6][CH:7]=1, predict the reactants needed to synthesize it. (2) Given the product [CH3:1][C:2]1[N:3]=[C:4]2[C:9]([C:10]([NH:39][CH2:38][CH2:37][N:30]3[C:31]4[CH2:32][CH2:33][CH2:34][CH2:35][C:36]=4[C:28]([C:27]([F:41])([F:40])[F:26])=[N:29]3)=[O:11])=[CH:8][CH:7]=[C:6]([C:17]([F:18])([F:19])[F:20])[N:5]2[C:21]=1[CH3:22], predict the reactants needed to synthesize it. The reactants are: [CH3:1][C:2]1[N:3]=[C:4]2[C:9]([C:10](OCCCC)=[O:11])=[CH:8][CH:7]=[C:6]([C:17]([F:20])([F:19])[F:18])[N:5]2[C:21]=1[CH3:22].[OH-].[Na+].Cl.[F:26][C:27]([F:41])([F:40])[C:28]1[C:36]2[CH2:35][CH2:34][CH2:33][CH2:32][C:31]=2[N:30]([CH2:37][CH2:38][NH2:39])[N:29]=1.CCN=C=NCCCN(C)C.C1C=CC2N(O)N=NC=2C=1.C(N(CC)CC)C. (3) Given the product [C:1]([C:3]1[CH:4]=[CH:5][C:6]2[O:10][C:9]([CH:11]([NH:18][C:19]3[CH:20]=[CH:21][C:22]([C:25]([N:27]([CH3:35])[CH2:28][CH2:29][C:30]([OH:32])=[O:31])=[O:26])=[CH:23][CH:24]=3)[CH:12]3[CH2:17][CH2:16][CH2:15][CH2:14][CH2:13]3)=[C:8]([CH3:36])[C:7]=2[CH:37]=1)#[N:2], predict the reactants needed to synthesize it. The reactants are: [C:1]([C:3]1[CH:4]=[CH:5][C:6]2[O:10][C:9]([CH:11]([NH:18][C:19]3[CH:24]=[CH:23][C:22]([C:25]([N:27]([CH3:35])[CH2:28][CH2:29][C:30]([O:32]CC)=[O:31])=[O:26])=[CH:21][CH:20]=3)[CH:12]3[CH2:17][CH2:16][CH2:15][CH2:14][CH2:13]3)=[C:8]([CH3:36])[C:7]=2[CH:37]=1)#[N:2].O1CCCC1.[OH-].[Li+].